This data is from Full USPTO retrosynthesis dataset with 1.9M reactions from patents (1976-2016). The task is: Predict the reactants needed to synthesize the given product. Given the product [CH3:1][O:2][C:3]1[CH:4]=[C:5]([C:9]2[CH:10]=[CH:11][C:12]([CH:15]3[C:20]4=[N:21][S:22](=[O:26])(=[O:25])[CH2:23][CH2:24][N:19]4[CH2:18][CH2:17][CH2:16]3)=[CH:13][CH:14]=2)[CH:6]=[CH:7][CH:8]=1, predict the reactants needed to synthesize it. The reactants are: [CH3:1][O:2][C:3]1[CH:4]=[C:5]([C:9]2[CH:14]=[CH:13][C:12]([C:15]3[C:20]4=[N:21][S:22](=[O:26])(=[O:25])[CH2:23][CH2:24][N:19]4[CH:18]=[CH:17][CH:16]=3)=[CH:11][CH:10]=2)[CH:6]=[CH:7][CH:8]=1.